Dataset: Catalyst prediction with 721,799 reactions and 888 catalyst types from USPTO. Task: Predict which catalyst facilitates the given reaction. (1) Reactant: C([O:4][C:5]([C:7]1[C:15]2[C:10](=[N:11][CH:12]=[C:13]([N+:16]([O-:18])=[O:17])[CH:14]=2)[N:9]([C:19]([CH3:22])([CH3:21])[CH3:20])[CH:8]=1)=[O:6])CC.[OH-].[Na+].Cl. Product: [C:19]([N:9]1[C:10]2=[N:11][CH:12]=[C:13]([N+:16]([O-:18])=[O:17])[CH:14]=[C:15]2[C:7]([C:5]([OH:6])=[O:4])=[CH:8]1)([CH3:22])([CH3:20])[CH3:21]. The catalyst class is: 8. (2) Reactant: [F:1][C:2]1[CH:10]=[C:9]([N+:11]([O-:13])=[O:12])[C:8]([O:14][CH3:15])=[CH:7][C:3]=1[C:4]([OH:6])=O.[NH2:16][CH:17]1[CH2:22][CH2:21][N:20]([CH3:23])[CH2:19][CH2:18]1.CCN(C(C)C)C(C)C.CN(C(ON1N=NC2C=CC=NC1=2)=[N+](C)C)C.F[P-](F)(F)(F)(F)F. Product: [F:1][C:2]1[CH:10]=[C:9]([N+:11]([O-:13])=[O:12])[C:8]([O:14][CH3:15])=[CH:7][C:3]=1[C:4]([NH:16][CH:17]1[CH2:22][CH2:21][N:20]([CH3:23])[CH2:19][CH2:18]1)=[O:6]. The catalyst class is: 44. (3) Reactant: [C:1]([OH:4])(=O)[CH3:2].N=C=N.[NH2:8][CH2:9][C:10]([NH:13][C:14]1[N:19]=[C:18]([N:20]2[C:29]3[C:24](=[CH:25][N:26]=[C:27]([C:30]4[CH:35]=[CH:34][CH:33]=[CH:32][CH:31]=4)[CH:28]=3)[CH2:23][CH2:22][CH2:21]2)[CH:17]=[CH:16][N:15]=1)([CH3:12])[CH3:11]. Product: [CH3:12][C:10]([NH:13][C:14]1[N:19]=[C:18]([N:20]2[C:29]3[C:24](=[CH:25][N:26]=[C:27]([C:30]4[CH:31]=[CH:32][CH:33]=[CH:34][CH:35]=4)[CH:28]=3)[CH2:23][CH2:22][CH2:21]2)[CH:17]=[CH:16][N:15]=1)([CH3:11])[CH2:9][NH:8][C:1](=[O:4])[CH3:2]. The catalyst class is: 2. (4) Reactant: I[C:2]1[CH:3]=[N:4][N:5]2[CH2:10][C@H:9]([CH3:11])[N:8]([C:12]([O:14][C:15]([CH3:18])([CH3:17])[CH3:16])=[O:13])[CH2:7][C:6]=12.[CH2:19]1[NH:24][C:23](=[O:25])[CH2:22][N:21]2[C:26](=[O:29])[CH2:27][CH2:28][CH:20]12.CN[C@@H]1CCCC[C@H]1NC.[O-]P([O-])([O-])=O.[K+].[K+].[K+]. Product: [O:25]=[C:23]1[CH2:22][N:21]2[C:26](=[O:29])[CH2:27][CH2:28][CH:20]2[CH2:19][N:24]1[C:2]1[CH:3]=[N:4][N:5]2[CH2:10][C@H:9]([CH3:11])[N:8]([C:12]([O:14][C:15]([CH3:18])([CH3:17])[CH3:16])=[O:13])[CH2:7][C:6]=12. The catalyst class is: 185. (5) Product: [C:22]([CH:4]([NH2:3])[C:5]1[CH:6]=[CH:7][C:8]([S:11]([NH2:14])(=[O:12])=[O:13])=[CH:9][CH:10]=1)([CH3:25])([CH3:24])[CH3:23]. Reactant: O.Cl.[NH2:3][CH2:4][C:5]1[CH:10]=[CH:9][C:8]([S:11]([NH2:14])(=[O:13])=[O:12])=[CH:7][CH:6]=1.C(N(CC)CC)C.[C:22](OC(OC(O[C:22]([CH3:25])([CH3:24])[CH3:23])=O)=O)([CH3:25])([CH3:24])[CH3:23]. The catalyst class is: 12. (6) Reactant: [CH2:1]([O:3][C:4](=[O:26])[CH2:5][C:6]1[CH:11]=[CH:10][C:9]([O:12][CH3:13])=[C:8]([O:14][C:15]2[CH:20]=[CH:19][C:18]([N+:21]([O-:23])=[O:22])=[CH:17][C:16]=2[CH:24]=[O:25])[CH:7]=1)[CH3:2].[BH4-].[Na+]. Product: [CH2:1]([O:3][C:4](=[O:26])[CH2:5][C:6]1[CH:11]=[CH:10][C:9]([O:12][CH3:13])=[C:8]([O:14][C:15]2[CH:20]=[CH:19][C:18]([N+:21]([O-:23])=[O:22])=[CH:17][C:16]=2[CH2:24][OH:25])[CH:7]=1)[CH3:2]. The catalyst class is: 5. (7) Reactant: Br[C:2]1[CH:7]=[CH:6][C:5]([O:8][CH3:9])=[CH:4][CH:3]=1.[Si:10](Cl)([CH3:13])([CH3:12])[CH3:11].[Li]CCCC.O. Product: [CH3:9][O:8][C:5]1[CH:6]=[CH:7][C:2]([Si:10]([CH3:13])([CH3:12])[CH3:11])=[CH:3][CH:4]=1. The catalyst class is: 1. (8) Reactant: [S:1]([N:11]1[C:15]2[N:16]=[CH:17][C:18]3[N:19]([C:20]([C:23]45[CH2:30][CH2:29][C:26]([NH2:31])([CH2:27][CH2:28]4)[CH2:25][CH2:24]5)=[N:21][N:22]=3)[C:14]=2[CH:13]=[CH:12]1)([C:4]1[CH:10]=[CH:9][C:7]([CH3:8])=[CH:6][CH:5]=1)(=[O:3])=[O:2].FC(F)(F)S([O-])(=O)=O.[F:40][C:41]1([F:54])[CH2:44][N:43]([S:45](N2C=C[N+](C)=C2)(=[O:47])=[O:46])[CH2:42]1. Product: [F:40][C:41]1([F:54])[CH2:44][N:43]([S:45]([NH:31][C:26]23[CH2:29][CH2:30][C:23]([C:20]4[N:19]5[C:14]6[CH:13]=[CH:12][N:11]([S:1]([C:4]7[CH:10]=[CH:9][C:7]([CH3:8])=[CH:6][CH:5]=7)(=[O:3])=[O:2])[C:15]=6[N:16]=[CH:17][C:18]5=[N:22][N:21]=4)([CH2:28][CH2:27]2)[CH2:24][CH2:25]3)(=[O:47])=[O:46])[CH2:42]1. The catalyst class is: 23. (9) Reactant: C[S:2]([CH2:5]CN)(=[O:4])=[O:3].C([N:11]([CH2:15][CH3:16])[CH:12](C)C)(C)C.ClC[CH2:19][C:20]([Cl:22])=[O:21].[OH2:23]. Product: [CH3:5][S:2]([CH2:16][CH2:15][NH:11][C:12](=[O:23])[O:21][CH:20]([Cl:22])[CH3:19])(=[O:3])=[O:4]. The catalyst class is: 4.